This data is from Forward reaction prediction with 1.9M reactions from USPTO patents (1976-2016). The task is: Predict the product of the given reaction. (1) Given the reactants Cl[C:2]1[C:7]([C:8]([F:11])([F:10])[F:9])=[CH:6][N:5]=[C:4]([NH:12][C:13]2[CH:27]=[CH:26][C:16]([CH2:17][P:18](=[O:25])([O:22][CH2:23][CH3:24])[O:19][CH2:20][CH3:21])=[CH:15][C:14]=2[O:28][CH3:29])[N:3]=1.[NH2:30][C:31]1[CH:41]=[CH:40][C:39]([CH:42]2[CH2:47][CH2:46][CH:45]([OH:48])[CH2:44][CH2:43]2)=[CH:38][C:32]=1[C:33]([N:35]([CH3:37])[CH3:36])=[O:34], predict the reaction product. The product is: [CH3:36][N:35]([CH3:37])[C:33]([C:32]1[CH:38]=[C:39]([C@H:42]2[CH2:47][CH2:46][C@H:45]([OH:48])[CH2:44][CH2:43]2)[CH:40]=[CH:41][C:31]=1[NH:30][C:2]1[C:7]([C:8]([F:10])([F:11])[F:9])=[CH:6][N:5]=[C:4]([NH:12][C:13]2[CH:27]=[CH:26][C:16]([CH2:17][P:18](=[O:25])([O:22][CH2:23][CH3:24])[O:19][CH2:20][CH3:21])=[CH:15][C:14]=2[O:28][CH3:29])[N:3]=1)=[O:34]. (2) Given the reactants [C:1]([O:4][C@:5]1([CH3:33])[C@H:9]([O:10][C:11](=[O:13])[CH3:12])[C@@H:8]([CH2:14][O:15][C:16](=[O:18])[CH3:17])[O:7][C@H:6]1[N:19]1[CH:32]=[C:23]2[CH:24]=[CH:25][C:26]3[C:27](=O)[NH:28][N:29]=[CH:30][C:21]([C:22]=32)=[N:20]1)(=[O:3])[CH3:2].N1C=CC=CC=1.P12(SP3(SP(SP(S3)(S1)=S)(=S)S2)=S)=[S:41], predict the reaction product. The product is: [CH3:33][C@@:5]1([O:4][C:1](=[O:3])[CH3:2])[C@H:9]([O:10][C:11](=[O:13])[CH3:12])[C@@H:8]([CH2:14][O:15][C:16](=[O:18])[CH3:17])[O:7][C@H:6]1[N:19]1[CH:32]=[C:23]2[CH:24]=[CH:25][C:26]3[C:27](=[S:41])[NH:28][N:29]=[CH:30][C:21]([C:22]=32)=[N:20]1. (3) Given the reactants [OH:1][C:2]1[CH:11]=[CH:10][C:5]([C:6]([NH:8][NH2:9])=[O:7])=[CH:4][CH:3]=1.[CH:12](=O)[C:13]1[CH:18]=[CH:17][C:16]([O:19][CH3:20])=[CH:15][CH:14]=1, predict the reaction product. The product is: [CH3:20][O:19][C:16]1[CH:17]=[CH:18][C:13]([CH:12]=[N:9][NH:8][C:6](=[O:7])[C:5]2[CH:10]=[CH:11][C:2]([OH:1])=[CH:3][CH:4]=2)=[CH:14][CH:15]=1. (4) The product is: [CH2:1]([O:8][C@@H:9]1[C@@H:14]([O:15][CH2:16][C:17]2[CH:22]=[CH:21][CH:20]=[CH:19][CH:18]=2)[C@H:13]([O:23][CH2:24][C:25]2[CH:30]=[CH:29][CH:28]=[CH:27][CH:26]=2)[C@@H:12]([CH2:31][O:32][CH2:33][C:34]2[CH:39]=[CH:38][CH:37]=[CH:36][CH:35]=2)[O:11][C@H:10]1[N:40]1[C:48]2[C:43](=[C:44]([CH3:49])[CH:45]=[CH:46][CH:47]=2)[C:42]([CH2:50][C:51]2[CH:56]=[CH:55][C:54](/[CH:60]=[CH:59]/[C:58]([O:62][CH3:63])=[O:61])=[CH:53][CH:52]=2)=[CH:41]1)[C:2]1[CH:7]=[CH:6][CH:5]=[CH:4][CH:3]=1. Given the reactants [CH2:1]([O:8][C@@H:9]1[C@@H:14]([O:15][CH2:16][C:17]2[CH:22]=[CH:21][CH:20]=[CH:19][CH:18]=2)[C@H:13]([O:23][CH2:24][C:25]2[CH:30]=[CH:29][CH:28]=[CH:27][CH:26]=2)[C@@H:12]([CH2:31][O:32][CH2:33][C:34]2[CH:39]=[CH:38][CH:37]=[CH:36][CH:35]=2)[O:11][C@H:10]1[N:40]1[C:48]2[C:43](=[C:44]([CH3:49])[CH:45]=[CH:46][CH:47]=2)[C:42]([CH2:50][C:51]2[CH:56]=[CH:55][C:54](Br)=[CH:53][CH:52]=2)=[CH:41]1)[C:2]1[CH:7]=[CH:6][CH:5]=[CH:4][CH:3]=1.[C:58]([O:62][CH3:63])(=[O:61])[CH:59]=[CH2:60].CC1C=CC=CC=1P(C1C=CC=CC=1C)C1C=CC=CC=1C.C(N(CC)CC)C, predict the reaction product. (5) The product is: [C:2]1([C:30]2[CH:35]=[CH:34][CH:33]=[CH:32][CH:31]=2)[CH:7]=[CH:6][CH:5]=[CH:4][C:3]=1[C:8]1[N:9]([CH2:23][C:24]2[CH:29]=[CH:28][CH:27]=[CH:26][CH:25]=2)[C:10](=[O:22])[C:11]([C:15]([NH:17][CH2:18][C:19]([OH:21])=[O:20])=[O:16])=[C:12]([OH:14])[N:13]=1. Given the reactants Br[C:2]1[CH:7]=[CH:6][CH:5]=[CH:4][C:3]=1[C:8]1[N:9]([CH2:23][C:24]2[CH:29]=[CH:28][CH:27]=[CH:26][CH:25]=2)[C:10](=[O:22])[C:11]([C:15]([NH:17][CH2:18][C:19]([OH:21])=[O:20])=[O:16])=[C:12]([OH:14])[N:13]=1.[C:30]1(B(O)O)[CH:35]=[CH:34][CH:33]=[CH:32][CH:31]=1.C(=O)([O-])[O-].[Na+].[Na+].[OH-].[Na+], predict the reaction product.